Predict which catalyst facilitates the given reaction. From a dataset of Catalyst prediction with 721,799 reactions and 888 catalyst types from USPTO. (1) Reactant: [CH3:1][C@H:2]1[C:6](=[O:7])[O:5][C:4](=[O:8])[NH:3]1.[C:9](Cl)(=[O:19])[CH2:10][CH2:11][CH2:12][CH2:13][CH2:14][CH2:15][CH2:16][CH2:17][CH3:18].CN1CCOCC1. Product: [C:9]([N:3]1[C@@H:2]([CH3:1])[C:6](=[O:7])[O:5][C:4]1=[O:8])(=[O:19])[CH2:10][CH2:11][CH2:12][CH2:13][CH2:14][CH2:15][CH2:16][CH2:17][CH3:18]. The catalyst class is: 13. (2) Reactant: [Cl:1][C:2]1[C:3]([F:19])=[C:4]([C:11]2[CH:16]=[C:15]([O:17]C)[N:14]=[CH:13][N:12]=2)[C:5]([CH:8]([F:10])[F:9])=[CH:6][CH:7]=1.CC(O)=O.Br. Product: [Cl:1][C:2]1[C:3]([F:19])=[C:4]([C:11]2[N:12]=[CH:13][N:14]=[C:15]([OH:17])[CH:16]=2)[C:5]([CH:8]([F:9])[F:10])=[CH:6][CH:7]=1. The catalyst class is: 11.